Dataset: Full USPTO retrosynthesis dataset with 1.9M reactions from patents (1976-2016). Task: Predict the reactants needed to synthesize the given product. (1) The reactants are: [CH3:1][C:2]1[CH:3]=[C:4]([S:13]([NH:16][C:17]2[CH:21]=[CH:20][S:19][C:18]=2[C:22]([O:24]C)=[O:23])(=[O:15])=[O:14])[CH:5]=[CH:6][C:7]=1[N:8]1[CH2:12][CH2:11][CH2:10][CH2:9]1.[OH-].[Na+]. Given the product [CH3:1][C:2]1[CH:3]=[C:4]([S:13]([NH:16][C:17]2[CH:21]=[CH:20][S:19][C:18]=2[C:22]([OH:24])=[O:23])(=[O:15])=[O:14])[CH:5]=[CH:6][C:7]=1[N:8]1[CH2:9][CH2:10][CH2:11][CH2:12]1, predict the reactants needed to synthesize it. (2) Given the product [Br:1][C:2]1[CH:11]=[CH:10][C:5]([C:6]([OH:8])=[O:7])=[CH:4][C:3]=1[C:12]([F:14])([F:15])[CH3:13], predict the reactants needed to synthesize it. The reactants are: [Br:1][C:2]1[CH:11]=[CH:10][C:5]([C:6]([O:8]C)=[O:7])=[CH:4][C:3]=1[C:12]([F:15])([F:14])[CH3:13].[OH-].[Na+].